Dataset: Full USPTO retrosynthesis dataset with 1.9M reactions from patents (1976-2016). Task: Predict the reactants needed to synthesize the given product. (1) The reactants are: [Si]([O:8][C@H:9]1[CH2:14][CH2:13][C@H:12]2[C@H:15]3[C@H:25]([CH2:26][CH2:27][C@:10]12[CH3:11])[C@:23]1([CH3:24])[C:18](=[CH:19][C:20](=[O:28])[CH2:21][CH2:22]1)[CH2:17][C@H:16]3[CH2:29][CH:30]=[CH2:31])(C(C)(C)C)(C)C.[BH4-].[Na+].[Cl-].[NH4+].[C:36](Cl)(=[O:41])[C:37]([CH3:40])([CH3:39])[CH3:38].Cl. Given the product [OH:8][C@H:9]1[CH2:14][CH2:13][C@H:12]2[C@H:15]3[C@H:25]([CH2:26][CH2:27][C@:10]12[CH3:11])[C@:23]1([CH3:24])[C:18](=[CH:19][C@@H:20]([O:28][C:36](=[O:41])[C:37]([CH3:40])([CH3:39])[CH3:38])[CH2:21][CH2:22]1)[CH2:17][C@H:16]3[CH2:29][CH:30]=[CH2:31], predict the reactants needed to synthesize it. (2) Given the product [Br:1][C:2]1[CH:11]=[C:10]2[C:5]([N:6]=[CH:7][C:8]([Cl:15])=[N:9]2)=[CH:4][CH:3]=1, predict the reactants needed to synthesize it. The reactants are: [Br:1][C:2]1[CH:11]=[C:10]2[C:5]([N:6]=[CH:7][C:8](=O)[NH:9]2)=[CH:4][CH:3]=1.O=P(Cl)(Cl)[Cl:15]. (3) Given the product [C:1]([O:6][C:7]1[CH:16]=[C:15]2[C:10]([CH:11]=[C:12]([C:18]([NH:20][CH2:21][C:22]([OH:24])=[O:23])=[O:19])[C:13](=[O:17])[O:14]2)=[CH:9][C:8]=1[Cl:32])(=[O:5])[CH2:2][CH2:3][CH3:4], predict the reactants needed to synthesize it. The reactants are: [C:1]([O:6][C:7]1[CH:16]=[C:15]2[C:10]([CH:11]=[C:12]([C:18]([NH:20][CH2:21][C:22]([O:24]CC3C=CC=CC=3)=[O:23])=[O:19])[C:13](=[O:17])[O:14]2)=[CH:9][C:8]=1[Cl:32])(=[O:5])[CH2:2][CH2:3][CH3:4].C(O)(=O)C.[H][H]. (4) The reactants are: [CH:1]1([NH:4][C:5]2[C:10]([C:11]([NH2:13])=[O:12])=[CH:9][N:8]=[C:7]([NH:14][C:15]3[CH:20]=[CH:19][C:18]([CH:21]4[CH2:26][CH2:25][N:24]([CH:27]([CH3:29])[CH3:28])[CH2:23][CH2:22]4)=[CH:17][CH:16]=3)[N:6]=2)[CH2:3][CH2:2]1.[O:30]1CC(=O)C1. Given the product [CH:1]1([NH:4][C:5]2[C:10]([C:11]([NH2:13])=[O:12])=[CH:9][N:8]=[C:7]([NH:14][C:15]3[CH:20]=[CH:19][C:18]([CH:21]4[CH2:26][CH2:25][N:24]([CH:27]5[CH2:29][O:30][CH2:28]5)[CH2:23][CH2:22]4)=[CH:17][CH:16]=3)[N:6]=2)[CH2:3][CH2:2]1, predict the reactants needed to synthesize it. (5) Given the product [ClH:20].[ClH:20].[F:3][CH2:4][CH2:5][N:6]1[CH2:11][CH2:10][CH2:9][CH:8]([NH2:12])[CH2:7]1, predict the reactants needed to synthesize it. The reactants are: N#N.[F:3][CH2:4][CH2:5][N:6]1[CH2:11][CH2:10][CH2:9][CH:8]([NH:12]C(=O)OC(C)(C)C)[CH2:7]1.[ClH:20]. (6) Given the product [C:28]1([S:34]([NH:27][C:24]2[CH:25]=[CH:26][C:21]([CH2:20][N:7]3[C:8]4[C:13](=[CH:12][CH:11]=[CH:10][CH:9]=4)[C:14]([C:15]4[S:16][CH:17]=[CH:18][CH:19]=4)=[C:6]3[C:4]([OH:3])=[O:5])=[CH:22][CH:23]=2)(=[O:36])=[O:35])[CH:33]=[CH:32][CH:31]=[CH:30][CH:29]=1, predict the reactants needed to synthesize it. The reactants are: C([O:3][C:4]([C:6]1[N:7]([CH2:20][C:21]2[CH:26]=[CH:25][C:24]([NH2:27])=[CH:23][CH:22]=2)[C:8]2[C:13]([C:14]=1[C:15]1[S:16][CH:17]=[CH:18][CH:19]=1)=[CH:12][CH:11]=[CH:10][CH:9]=2)=[O:5])C.[C:28]1([S:34](Cl)(=[O:36])=[O:35])[CH:33]=[CH:32][CH:31]=[CH:30][CH:29]=1. (7) Given the product [CH3:1][C:2]1[CH:10]=[CH:9][CH:8]=[CH:7][C:3]=1[C:4]([NH:11][C@H:12]1[CH2:13][O:14][C@@H:15]2[C@@H:19]([NH:20][C:21](=[O:35])[C:22]3[CH:27]=[CH:26][CH:25]=[C:24]([O:28][C:29]4[CH:30]=[CH:31][CH:32]=[CH:33][CH:34]=4)[CH:23]=3)[CH2:18][O:17][C@H:16]12)=[O:6], predict the reactants needed to synthesize it. The reactants are: [CH3:1][C:2]1[CH:10]=[CH:9][CH:8]=[CH:7][C:3]=1[C:4]([OH:6])=O.[NH2:11][C@@H:12]1[C@H:16]2[O:17][CH2:18][C@H:19]([NH:20][C:21](=[O:35])[C:22]3[CH:27]=[CH:26][CH:25]=[C:24]([O:28][C:29]4[CH:34]=[CH:33][CH:32]=[CH:31][CH:30]=4)[CH:23]=3)[C@H:15]2[O:14][CH2:13]1.